This data is from NCI-60 drug combinations with 297,098 pairs across 59 cell lines. The task is: Regression. Given two drug SMILES strings and cell line genomic features, predict the synergy score measuring deviation from expected non-interaction effect. (1) Drug 2: CCC1(C2=C(COC1=O)C(=O)N3CC4=CC5=C(C=CC(=C5CN(C)C)O)N=C4C3=C2)O.Cl. Drug 1: CC1=C2C(C(=O)C3(C(CC4C(C3C(C(C2(C)C)(CC1OC(=O)C(C(C5=CC=CC=C5)NC(=O)OC(C)(C)C)O)O)OC(=O)C6=CC=CC=C6)(CO4)OC(=O)C)OC)C)OC. Synergy scores: CSS=39.4, Synergy_ZIP=-0.102, Synergy_Bliss=0.0679, Synergy_Loewe=1.32, Synergy_HSA=3.62. Cell line: A498. (2) Drug 1: CC(C)(C#N)C1=CC(=CC(=C1)CN2C=NC=N2)C(C)(C)C#N. Drug 2: C(CN)CNCCSP(=O)(O)O. Cell line: UO-31. Synergy scores: CSS=-0.314, Synergy_ZIP=1.55, Synergy_Bliss=-0.719, Synergy_Loewe=-2.32, Synergy_HSA=-2.50.